This data is from Catalyst prediction with 721,799 reactions and 888 catalyst types from USPTO. The task is: Predict which catalyst facilitates the given reaction. (1) Reactant: Cl[C:2]1[CH:7]=[C:6]([C:8]([F:11])([F:10])[F:9])[CH:5]=[CH:4][C:3]=1[N+:12]([O-:14])=[O:13].[CH:15]1([C:18]([N:20]2[CH2:24][CH2:23][C@@H:22]([CH2:25][NH2:26])[CH2:21]2)=[O:19])[CH2:17][CH2:16]1.C1C=CC(P(C2C(C3C(P(C4C=CC=CC=4)C4C=CC=CC=4)=CC=C4C=3C=CC=C4)=C3C(C=CC=C3)=CC=2)C2C=CC=CC=2)=CC=1.C(=O)([O-])[O-].[Cs+].[Cs+]. Product: [CH:15]1([C:18]([N:20]2[CH2:24][CH2:23][C@@H:22]([CH2:25][NH:26][C:2]3[CH:7]=[C:6]([C:8]([F:11])([F:10])[F:9])[CH:5]=[CH:4][C:3]=3[N+:12]([O-:14])=[O:13])[CH2:21]2)=[O:19])[CH2:16][CH2:17]1. The catalyst class is: 164. (2) Reactant: C[O:2][C:3](=[O:37])[C:4]1[CH:9]=[CH:8][C:7]([C:10]([CH2:34][CH:35]=[CH2:36])([CH2:14][O:15][C:16]2[CH:21]=[C:20]([CH3:22])[C:19]([C:23]3[CH:28]=[CH:27][C:26]([C:29]([F:32])([F:31])[F:30])=[CH:25][CH:24]=3)=[C:18]([CH3:33])[CH:17]=2)[CH2:11][CH:12]=[CH2:13])=[CH:6][CH:5]=1.[Li+].[OH-].Cl. Product: [CH2:11]([C:10]([C:7]1[CH:6]=[CH:5][C:4]([C:3]([OH:37])=[O:2])=[CH:9][CH:8]=1)([CH2:14][O:15][C:16]1[CH:21]=[C:20]([CH3:22])[C:19]([C:23]2[CH:28]=[CH:27][C:26]([C:29]([F:31])([F:32])[F:30])=[CH:25][CH:24]=2)=[C:18]([CH3:33])[CH:17]=1)[CH2:34][CH:35]=[CH2:36])[CH:12]=[CH2:13]. The catalyst class is: 1. (3) Reactant: C([O-])(=O)C.[K+].CC1(C)OCB([B:13]2[O:18][CH2:17][C:16]([CH3:20])([CH3:19])[CH2:15][O:14]2)CO1.Br[C:23]1[CH:39]=[CH:38][C:26]([N:27]([CH:32]2[CH2:37][CH2:36][CH2:35][CH2:34][CH2:33]2)[CH2:28][CH:29]([CH3:31])[CH3:30])=[C:25]([N+:40]([O-:42])=[O:41])[CH:24]=1. Product: [CH:32]1([N:27]([CH2:28][CH:29]([CH3:31])[CH3:30])[C:26]2[CH:38]=[CH:39][C:23]([B:13]3[O:14][CH2:15][C:16]([CH3:19])([CH3:20])[CH2:17][O:18]3)=[CH:24][C:25]=2[N+:40]([O-:42])=[O:41])[CH2:33][CH2:34][CH2:35][CH2:36][CH2:37]1. The catalyst class is: 418. (4) Reactant: P(Cl)(Cl)(Cl)=O.[NH2:6][C:7]1[C:8]([C:15]([NH2:17])=O)=[N:9][N:10]([CH:12]([CH3:14])[CH3:13])[N:11]=1.N. Product: [NH2:6][C:7]1[C:8]([C:15]#[N:17])=[N:9][N:10]([CH:12]([CH3:14])[CH3:13])[N:11]=1. The catalyst class is: 204. (5) Reactant: O=[C:2]1[N:6]([C:7]2[CH:8]=[C:9]([CH:15]=[CH:16][CH:17]=2)[C:10]([O:12][CH2:13][CH3:14])=[O:11])[C:5]2[CH:18]=[CH:19][C:20]([C:22]([F:25])([F:24])[F:23])=[CH:21][C:4]=2[NH:3]1.P(Cl)(Cl)(Cl)(Cl)[Cl:27]. Product: [Cl:27][C:2]1[N:6]([C:7]2[CH:8]=[C:9]([CH:15]=[CH:16][CH:17]=2)[C:10]([O:12][CH2:13][CH3:14])=[O:11])[C:5]2[CH:18]=[CH:19][C:20]([C:22]([F:25])([F:24])[F:23])=[CH:21][C:4]=2[N:3]=1. The catalyst class is: 286. (6) Reactant: [CH3:1][O:2][C:3]1[CH:8]=[CH:7][CH:6]=[CH:5][C:4]=1[C:9]1[CH:14]=[CH:13][C:12]([NH2:15])=[CH:11][CH:10]=1.II.S([O-])([O-])(=O)=O.[Mg+2]. Product: [CH3:1][O:2][C:3]1[CH:8]=[CH:7][CH:6]=[CH:5][C:4]=1[C:9]1[CH:10]=[C:11]2[C:12](=[CH:13][CH:14]=1)[NH:15][C:4]([CH3:9])([CH3:5])[CH:3]=[C:8]2[CH3:7]. The catalyst class is: 21. (7) Reactant: [N+:1]([C:4]1[C:5]([NH:10][C:11]2[CH:16]=[CH:15][CH:14]=[CH:13][CH:12]=2)=[N:6][CH:7]=[CH:8][CH:9]=1)([O-])=O. Product: [NH2:1][C:4]1[C:5]([NH:10][C:11]2[CH:12]=[CH:13][CH:14]=[CH:15][CH:16]=2)=[N:6][CH:7]=[CH:8][CH:9]=1. The catalyst class is: 50.